From a dataset of Full USPTO retrosynthesis dataset with 1.9M reactions from patents (1976-2016). Predict the reactants needed to synthesize the given product. (1) Given the product [Cl:1][C:2]1[CH:3]=[C:4]([F:41])[C:5]2[N:11]3[CH:12]=[CH:13][CH:14]=[C:10]3[C@H:9]([CH2:15][C:16]([N:18]3[CH2:23][CH2:22][CH:21]([CH2:24][C:25]([OH:27])=[O:26])[CH2:20][CH2:19]3)=[O:17])[O:8][C@@H:7]([C:30]3[CH:35]=[CH:34][CH:33]=[C:32]([O:36][CH3:37])[C:31]=3[O:38][CH3:39])[C:6]=2[CH:40]=1, predict the reactants needed to synthesize it. The reactants are: [Cl:1][C:2]1[CH:3]=[C:4]([F:41])[C:5]2[N:11]3[CH:12]=[CH:13][CH:14]=[C:10]3[C@H:9]([CH2:15][C:16]([N:18]3[CH2:23][CH2:22][CH:21]([CH2:24][C:25]([O:27]CC)=[O:26])[CH2:20][CH2:19]3)=[O:17])[O:8][C@@H:7]([C:30]3[CH:35]=[CH:34][CH:33]=[C:32]([O:36][CH3:37])[C:31]=3[O:38][CH3:39])[C:6]=2[CH:40]=1.C(=O)([O-])[O-].[K+].[K+].Cl.C(OCC)(=O)C. (2) Given the product [Br:1][C:2]1[C:3]([O:12][C:10]([CH3:13])([CH3:11])[CH3:9])=[N:4][CH:5]=[CH:6][CH:7]=1, predict the reactants needed to synthesize it. The reactants are: [Br:1][C:2]1[C:3](F)=[N:4][CH:5]=[CH:6][CH:7]=1.[CH3:9][C:10]([CH3:13])([O-:12])[CH3:11].[K+]. (3) The reactants are: Cl[C:2]1[N:7]=[CH:6][C:5]([CH2:8][C:9]([O:11][C:12]([CH3:15])([CH3:14])[CH3:13])=[O:10])=[CH:4][C:3]=1[F:16].[F:17][C:18]1[CH:23]=[C:22](B(O)O)[CH:21]=[CH:20][N:19]=1.[O-]P([O-])([O-])=O.[K+].[K+].[K+].CC(O)CC. Given the product [F:17][C:18]1[CH:23]=[C:22]([C:2]2[C:3]([F:16])=[CH:4][C:5]([CH2:8][C:9]([O:11][C:12]([CH3:15])([CH3:14])[CH3:13])=[O:10])=[CH:6][N:7]=2)[CH:21]=[CH:20][N:19]=1, predict the reactants needed to synthesize it.